The task is: Regression. Given two drug SMILES strings and cell line genomic features, predict the synergy score measuring deviation from expected non-interaction effect.. This data is from NCI-60 drug combinations with 297,098 pairs across 59 cell lines. (1) Drug 1: C1CCN(CC1)CCOC2=CC=C(C=C2)C(=O)C3=C(SC4=C3C=CC(=C4)O)C5=CC=C(C=C5)O. Drug 2: CNC(=O)C1=CC=CC=C1SC2=CC3=C(C=C2)C(=NN3)C=CC4=CC=CC=N4. Cell line: KM12. Synergy scores: CSS=-1.79, Synergy_ZIP=0.766, Synergy_Bliss=5.02, Synergy_Loewe=-14.9, Synergy_HSA=-3.32. (2) Drug 1: CC1=CC2C(CCC3(C2CCC3(C(=O)C)OC(=O)C)C)C4(C1=CC(=O)CC4)C. Drug 2: CCN(CC)CCNC(=O)C1=C(NC(=C1C)C=C2C3=C(C=CC(=C3)F)NC2=O)C. Cell line: NCI-H226. Synergy scores: CSS=-2.14, Synergy_ZIP=4.07, Synergy_Bliss=6.55, Synergy_Loewe=-1.73, Synergy_HSA=0.579. (3) Synergy scores: CSS=11.9, Synergy_ZIP=-3.44, Synergy_Bliss=1.36, Synergy_Loewe=-7.06, Synergy_HSA=2.34. Drug 1: CCC1=C2CN3C(=CC4=C(C3=O)COC(=O)C4(CC)O)C2=NC5=C1C=C(C=C5)O. Cell line: SN12C. Drug 2: CCC1(CC2CC(C3=C(CCN(C2)C1)C4=CC=CC=C4N3)(C5=C(C=C6C(=C5)C78CCN9C7C(C=CC9)(C(C(C8N6C)(C(=O)OC)O)OC(=O)C)CC)OC)C(=O)OC)O.OS(=O)(=O)O. (4) Drug 1: C1=CC(=CC=C1CCC2=CNC3=C2C(=O)NC(=N3)N)C(=O)NC(CCC(=O)O)C(=O)O. Drug 2: CN1C2=C(C=C(C=C2)N(CCCl)CCCl)N=C1CCCC(=O)O.Cl. Cell line: SF-268. Synergy scores: CSS=13.3, Synergy_ZIP=-6.96, Synergy_Bliss=-4.66, Synergy_Loewe=-19.0, Synergy_HSA=-6.13. (5) Drug 1: CC1C(C(CC(O1)OC2CC(CC3=C2C(=C4C(=C3O)C(=O)C5=C(C4=O)C(=CC=C5)OC)O)(C(=O)C)O)N)O.Cl. Drug 2: C1=NC2=C(N1)C(=S)N=C(N2)N. Cell line: CAKI-1. Synergy scores: CSS=61.1, Synergy_ZIP=-9.80, Synergy_Bliss=-5.19, Synergy_Loewe=-4.61, Synergy_HSA=-0.0937. (6) Drug 1: CC1=CC=C(C=C1)C2=CC(=NN2C3=CC=C(C=C3)S(=O)(=O)N)C(F)(F)F. Drug 2: C1CCC(C(C1)N)N.C(=O)(C(=O)[O-])[O-].[Pt+4]. Cell line: NCI-H226. Synergy scores: CSS=4.27, Synergy_ZIP=2.22, Synergy_Bliss=6.25, Synergy_Loewe=-8.44, Synergy_HSA=-2.89.